From a dataset of Catalyst prediction with 721,799 reactions and 888 catalyst types from USPTO. Predict which catalyst facilitates the given reaction. (1) Reactant: [NH2:1][C:2]([CH3:23])([CH3:22])[CH:3]([NH:11][C:12](=[O:21])[C:13]1[C:18]([CH3:19])=[CH:17][CH:16]=[CH:15][C:14]=1[CH3:20])[C:4]1[CH:9]=[CH:8][CH:7]=[CH:6][C:5]=1[F:10].Br[CH2:25][CH2:26][CH2:27][CH2:28]Br.[C:30](=O)([O-:32])[O-:31].[K+].[K+]. Product: [CH:30]([OH:32])=[O:31].[F:10][C:5]1[CH:6]=[CH:7][CH:8]=[CH:9][C:4]=1[CH:3]([NH:11][C:12](=[O:21])[C:13]1[C:14]([CH3:20])=[CH:15][CH:16]=[CH:17][C:18]=1[CH3:19])[C:2]([CH3:23])([N:1]1[CH2:28][CH2:27][CH2:26][CH2:25]1)[CH3:22]. The catalyst class is: 3. (2) Reactant: [C:1]1([CH3:12])[CH:6]=[CH:5][C:4]([O:7][CH2:8][C:9]([Cl:11])=[O:10])=[CH:3][CH:2]=1.[C:13]1(C)C=CC(O[C@@H](C)C(O)=O)=CC=1.O=S(Cl)Cl. Product: [C:1]1([CH3:12])[CH:6]=[CH:5][C:4]([O:7][C@@H:8]([CH3:13])[C:9]([Cl:11])=[O:10])=[CH:3][CH:2]=1. The catalyst class is: 48. (3) Product: [CH2:1]([N:8]1[CH2:9][C:10]([CH3:19])([CH3:18])[O:11][CH2:12][CH:13]1[C:14]1([OH:17])[CH2:16][CH2:15]1)[C:2]1[CH:3]=[CH:4][CH:5]=[CH:6][CH:7]=1. Reactant: [CH2:1]([N:8]1[CH:13]([C:14]2([OH:17])[CH2:16][CH2:15]2)[CH2:12][O:11][C:10]([CH3:19])([CH3:18])[C:9]1=O)[C:2]1[CH:7]=[CH:6][CH:5]=[CH:4][CH:3]=1. The catalyst class is: 36. (4) Reactant: C(OC(=O)[NH:7][CH2:8][C:9]1[C:14]([F:15])=[CH:13][C:12]([NH:16][C:17]2[CH:22]=[CH:21][C:20]([O:23][CH3:24])=[CH:19][C:18]=2[C:25]([F:28])([F:27])[F:26])=[CH:11][N:10]=1)(C)(C)C. Product: [NH2:7][CH2:8][C:9]1[N:10]=[CH:11][C:12]([NH:16][C:17]2[CH:22]=[CH:21][C:20]([O:23][CH3:24])=[CH:19][C:18]=2[C:25]([F:28])([F:26])[F:27])=[CH:13][C:14]=1[F:15]. The catalyst class is: 89. (5) Reactant: [CH2:1]([O:3][C:4]([C:6]1[CH2:11][CH2:10][C:9]([OH:12])=[N:8][C:7]=1[C:13]([F:16])([F:15])[F:14])=[O:5])[CH3:2].BrN1C(=O)CCC1=O. Product: [CH2:1]([O:3][C:4](=[O:5])[C:6]1[CH:11]=[CH:10][C:9]([OH:12])=[N:8][C:7]=1[C:13]([F:14])([F:15])[F:16])[CH3:2]. The catalyst class is: 53. (6) Reactant: Cl[C:2]1[N:7]=[CH:6][C:5]([C:8]([OH:10])=[O:9])=[CH:4][CH:3]=1.[CH:11]1([OH:17])[CH2:16][CH2:15][CH2:14][CH2:13][CH2:12]1.[H-].[Na+]. Product: [CH:11]1([O:17][C:2]2[N:7]=[CH:6][C:5]([C:8]([OH:10])=[O:9])=[CH:4][CH:3]=2)[CH2:16][CH2:15][CH2:14][CH2:13][CH2:12]1. The catalyst class is: 9. (7) Reactant: FC(F)(F)S(O[C:7]1[CH:8]=[C:9]2[C:13](=[C:14]([F:16])[CH:15]=1)[NH:12][CH:11]=[CH:10]2)(=O)=O.[B:19]1([B:19]2[O:23][C:22]([CH3:25])([CH3:24])[C:21]([CH3:27])([CH3:26])[O:20]2)[O:23][C:22]([CH3:25])([CH3:24])[C:21]([CH3:27])([CH3:26])[O:20]1.C([O-])(=O)C.[K+]. Product: [F:16][C:14]1[CH:15]=[C:7]([B:19]2[O:23][C:22]([CH3:25])([CH3:24])[C:21]([CH3:27])([CH3:26])[O:20]2)[CH:8]=[C:9]2[C:13]=1[NH:12][CH:11]=[CH:10]2. The catalyst class is: 438. (8) Reactant: [CH3:1][O:2][C:3]1[CH:4]=[C:5]2[C:10](=[CH:11][C:12]=1[O:13][CH3:14])[N:9]=[CH:8][CH:7]=[C:6]2[O:15][C:16]1[C:22]([CH3:23])=[CH:21][C:19]([NH2:20])=[C:18]([CH3:24])[CH:17]=1.ClC(Cl)(O[C:29](=[O:35])[O:30][C:31](Cl)(Cl)Cl)Cl.[O:37]1[CH2:42][CH2:41]C(O)[CH2:39][CH2:38]1.C(=O)(O)[O-].[Na+]. Product: [CH3:1][O:2][C:3]1[CH:4]=[C:5]2[C:10](=[CH:11][C:12]=1[O:13][CH3:14])[N:9]=[CH:8][CH:7]=[C:6]2[O:15][C:16]1[C:22]([CH3:23])=[CH:21][C:19]([NH:20][C:29](=[O:35])[O:30][CH:31]2[CH2:41][CH2:42][O:37][CH2:38][CH2:39]2)=[C:18]([CH3:24])[CH:17]=1. The catalyst class is: 208. (9) Reactant: [C:1]1([C:7]2[CH:16]=[C:15]([C:17](Cl)=[O:18])[C:14]3[C:9](=[CH:10][CH:11]=[CH:12][CH:13]=3)[N:8]=2)[CH:6]=[CH:5][CH:4]=[CH:3][CH:2]=1.N1C=CC=CC=1.[NH2:26][C:27]1[O:28][C:29]([C:32]2[O:33][CH:34]=[CH:35][CH:36]=2)=[N:30][N:31]=1. Product: [O:33]1[CH:34]=[CH:35][CH:36]=[C:32]1[C:29]1[O:28][C:27]([NH:26][C:17]([C:15]2[C:14]3[C:9](=[CH:10][CH:11]=[CH:12][CH:13]=3)[N:8]=[C:7]([C:1]3[CH:6]=[CH:5][CH:4]=[CH:3][CH:2]=3)[CH:16]=2)=[O:18])=[N:31][N:30]=1. The catalyst class is: 5.